This data is from Forward reaction prediction with 1.9M reactions from USPTO patents (1976-2016). The task is: Predict the product of the given reaction. Given the reactants N(C(C)C)[CH:2](C)C.[Li]CCCC.[CH3:13][O:14][C:15]([CH:17]1[CH2:26][CH2:25][C:24]2[C:19](=[C:20]([O:27][CH3:28])[CH:21]=[CH:22][CH:23]=2)[CH2:18]1)=[O:16].CI.[NH4+].[Cl-], predict the reaction product. The product is: [CH3:13][O:14][C:15]([C:17]1([CH3:2])[CH2:26][CH2:25][C:24]2[C:19](=[C:20]([O:27][CH3:28])[CH:21]=[CH:22][CH:23]=2)[CH2:18]1)=[O:16].